This data is from Forward reaction prediction with 1.9M reactions from USPTO patents (1976-2016). The task is: Predict the product of the given reaction. (1) Given the reactants [NH2:1][C:2]1[N:7]=[CH:6][C:5]([NH:8][C:9]([C:11]2[N:12]([CH2:21][C:22]3[CH:27]=[CH:26][CH:25]=[C:24]([F:28])[CH:23]=3)[C:13]3[C:18]([CH:19]=2)=[CH:17][C:16]([F:20])=[CH:15][CH:14]=3)=[O:10])=[CH:4][CH:3]=1.Br[CH2:30][C:31](=O)[C:32]([CH3:35])([CH3:34])[CH3:33], predict the reaction product. The product is: [C:32]([C:31]1[N:1]=[C:2]2[CH:3]=[CH:4][C:5]([NH:8][C:9]([C:11]3[N:12]([CH2:21][C:22]4[CH:27]=[CH:26][CH:25]=[C:24]([F:28])[CH:23]=4)[C:13]4[C:18]([CH:19]=3)=[CH:17][C:16]([F:20])=[CH:15][CH:14]=4)=[O:10])=[CH:6][N:7]2[CH:30]=1)([CH3:35])([CH3:34])[CH3:33]. (2) Given the reactants [NH2:1][C:2]1[CH:7]=[CH:6][CH:5]=[CH:4][C:3]=1[N:8]1[CH:12]=[CH:11][C:10]([C:13]([N:15]2[CH2:20][CH2:19][N:18]([C:21]([O:23][C:24]([CH3:27])([CH3:26])[CH3:25])=[O:22])[CH2:17][CH:16]2[CH2:28][C:29]2[CH:34]=[CH:33][CH:32]=[CH:31][CH:30]=2)=[O:14])=[C:9]1[C:35]1[CH:40]=[CH:39][CH:38]=[CH:37][CH:36]=1.[CH:41](=O)[CH2:42][CH2:43][CH2:44][CH3:45].C(O[BH-](OC(=O)C)OC(=O)C)(=O)C.[Na+].C(=O)(O)[O-].[Na+], predict the reaction product. The product is: [CH2:28]([CH:16]1[N:15]([C:13]([C:10]2[CH:11]=[CH:12][N:8]([C:3]3[CH:4]=[CH:5][CH:6]=[CH:7][C:2]=3[NH:1][CH2:41][CH2:42][CH2:43][CH2:44][CH3:45])[C:9]=2[C:35]2[CH:40]=[CH:39][CH:38]=[CH:37][CH:36]=2)=[O:14])[CH2:20][CH2:19][N:18]([C:21]([O:23][C:24]([CH3:26])([CH3:27])[CH3:25])=[O:22])[CH2:17]1)[C:29]1[CH:30]=[CH:31][CH:32]=[CH:33][CH:34]=1. (3) Given the reactants [Cl:1][C:2]1[CH:7]=[CH:6][C:5]([C:8]([C:20]2[CH:25]=[CH:24][C:23]([Cl:26])=[CH:22][CH:21]=2)(O)[C:9]2[S:13][C:12]([C:14]([O:16][CH2:17][CH3:18])=[O:15])=[CH:11][CH:10]=2)=[CH:4][CH:3]=1.B(F)(F)F.O(CC)CC.C([SiH](CC)CC)C, predict the reaction product. The product is: [Cl:26][C:23]1[CH:22]=[CH:21][C:20]([CH:8]([C:5]2[CH:4]=[CH:3][C:2]([Cl:1])=[CH:7][CH:6]=2)[C:9]2[S:13][C:12]([C:14]([O:16][CH2:17][CH3:18])=[O:15])=[CH:11][CH:10]=2)=[CH:25][CH:24]=1. (4) Given the reactants [CH2:1]([O:4][C:5]1[CH:10]=[CH:9][CH:8]=[CH:7][C:6]=1[C:11]1[NH:16][C:15](=[O:17])[C:14]2=[C:18]([CH3:26])[N:19]=[C:20]([CH:21]3[CH2:25][CH2:24][CH2:23][CH2:22]3)[N:13]2[N:12]=1)[CH2:2][CH3:3].[N+:27]([O-])([OH:29])=[O:28], predict the reaction product. The product is: [N+:27]([C:8]1[CH:9]=[CH:10][C:5]([O:4][CH2:1][CH2:2][CH3:3])=[C:6]([C:11]2[NH:16][C:15](=[O:17])[C:14]3=[C:18]([CH3:26])[N:19]=[C:20]([CH:21]4[CH2:25][CH2:24][CH2:23][CH2:22]4)[N:13]3[N:12]=2)[CH:7]=1)([O-:29])=[O:28]. (5) Given the reactants [C:1]([O:5][C:6]([N:8]1[CH2:13][CH2:12][CH:11]([O:14][C:15]2[CH:23]=[CH:22][C:18]([C:19]([OH:21])=[O:20])=[CH:17][CH:16]=2)[CH2:10][CH2:9]1)=[O:7])([CH3:4])([CH3:3])[CH3:2].O[C:25]1[CH:34]=[C:33]2[C:28]([CH2:29][CH2:30][N:31]([C:35]([O:37][C:38]([CH3:41])([CH3:40])[CH3:39])=[O:36])[CH2:32]2)=[CH:27][CH:26]=1.C1CCC(N=C=NC2CCCCC2)CC1, predict the reaction product. The product is: [C:1]([O:5][C:6]([N:8]1[CH2:13][CH2:12][CH:11]([O:14][C:15]2[CH:16]=[CH:17][C:18]([C:19]([O:21][C:25]3[CH:34]=[C:33]4[C:28]([CH2:29][CH2:30][N:31]([C:35]([O:37][C:38]([CH3:41])([CH3:40])[CH3:39])=[O:36])[CH2:32]4)=[CH:27][CH:26]=3)=[O:20])=[CH:22][CH:23]=2)[CH2:10][CH2:9]1)=[O:7])([CH3:4])([CH3:2])[CH3:3]. (6) Given the reactants C([O:5][C:6](=[O:43])[C:7]1[CH:12]=[CH:11][CH:10]=[C:9]([CH2:13][CH:14]([NH:28][C:29](=[O:40])[CH2:30][NH:31][C:32](=[O:39])[C:33]2[CH:38]=[CH:37][CH:36]=[CH:35][CH:34]=2)[B:15]2[O:23]C3C(C)(C4CC(C3)C4(C)C)[O:16]2)[C:8]=1OC)(C)(C)C.B(Br)(Br)Br, predict the reaction product. The product is: [C:32]([NH:31][CH2:30][C:29]([NH:28][C@H:14]1[CH2:13][C:9]2[CH:10]=[CH:11][CH:12]=[C:7]([C:6]([OH:5])=[O:43])[C:8]=2[O:23][B:15]1[OH:16])=[O:40])(=[O:39])[C:33]1[CH:38]=[CH:37][CH:36]=[CH:35][CH:34]=1. (7) Given the reactants [F:1][C:2]1[C:7]([C:8]2[CH:9]=[C:10]([CH2:24][N:25](C)[C:26](=O)OC(C)(C)C)[S:11][C:12]=2[S:13]([C:16]2[CH:21]=[CH:20][CH:19]=[C:18]([O:22][CH3:23])[CH:17]=2)(=[O:15])=[O:14])=[CH:6][CH:5]=[CH:4][N:3]=1.C(OCC)(=O)C.[ClH:40], predict the reaction product. The product is: [ClH:40].[F:1][C:2]1[C:7]([C:8]2[CH:9]=[C:10]([CH2:24][NH:25][CH3:26])[S:11][C:12]=2[S:13]([C:16]2[CH:21]=[CH:20][CH:19]=[C:18]([O:22][CH3:23])[CH:17]=2)(=[O:14])=[O:15])=[CH:6][CH:5]=[CH:4][N:3]=1. (8) Given the reactants [Cl:1][C:2]1[N:7]=[C:6]([NH2:8])[CH:5]=[N:4][CH:3]=1.[Br:9]N1C(=O)CCC1=O, predict the reaction product. The product is: [Br:9][C:3]1[N:4]=[CH:5][C:6]([NH2:8])=[N:7][C:2]=1[Cl:1].